From a dataset of Forward reaction prediction with 1.9M reactions from USPTO patents (1976-2016). Predict the product of the given reaction. Given the reactants [NH2:1][C:2]1[CH:7]=[CH:6][CH:5]=[CH:4][C:3]=1[C:8]1([OH:14])[CH2:13][CH2:12][CH2:11][CH2:10][CH2:9]1.[CH3:15][C:16]([NH:21][C:22](=[O:28])[O:23][C:24]([CH3:27])([CH3:26])[CH3:25])([CH3:20])[CH2:17][CH:18]=O, predict the reaction product. The product is: [OH:14][C:8]1([C:3]2[CH:4]=[CH:5][CH:6]=[CH:7][C:2]=2[NH:1][CH2:18][CH2:17][C:16]([NH:21][C:22](=[O:28])[O:23][C:24]([CH3:27])([CH3:26])[CH3:25])([CH3:20])[CH3:15])[CH2:13][CH2:12][CH2:11][CH2:10][CH2:9]1.